Dataset: Catalyst prediction with 721,799 reactions and 888 catalyst types from USPTO. Task: Predict which catalyst facilitates the given reaction. (1) Reactant: [CH3:1][O:2][C:3]1[CH:28]=[CH:27][C:6]([CH2:7][CH2:8][N:9]([S:16]([C:19]2[CH:24]=[CH:23][C:22]([C:25]#[N:26])=[CH:21][CH:20]=2)(=[O:18])=[O:17])[CH2:10][CH2:11][C:12]([O:14][CH3:15])=[O:13])=[CH:5][CH:4]=1.[N-:29]=[N+:30]=[N-:31].[Na+].Cl.C(N(CC)CC)C. Product: [CH3:1][O:2][C:3]1[CH:4]=[CH:5][C:6]([CH2:7][CH2:8][N:9]([S:16]([C:19]2[CH:20]=[CH:21][C:22]([C:25]3[NH:31][N:30]=[N:29][N:26]=3)=[CH:23][CH:24]=2)(=[O:17])=[O:18])[CH2:10][CH2:11][C:12]([O:14][CH3:15])=[O:13])=[CH:27][CH:28]=1. The catalyst class is: 57. (2) Reactant: [CH2:1]([N:3]1[CH2:8][CH2:7][N:6]([CH2:9][C:10]([O:12]CC)=[O:11])[CH2:5][CH2:4]1)[CH3:2]. Product: [CH2:1]([N:3]1[CH2:8][CH2:7][N:6]([CH2:9][C:10]([OH:12])=[O:11])[CH2:5][CH2:4]1)[CH3:2]. The catalyst class is: 33. (3) Reactant: [CH3:1][CH:2]1[CH2:9][C:8]2[C:3]1=[CH:4][CH:5]=[C:6]([Si](C)(C)C)[CH:7]=2.ClN1C(=O)CCC1=O.[Br-:22].[Li+]. Product: [Br:22][C:6]1[CH:7]=[C:8]2[C:3](=[CH:4][CH:5]=1)[CH:2]([CH3:1])[CH2:9]2. The catalyst class is: 5. (4) Reactant: [CH2:1]([O:3][C:4]([N:6]1[C:15]2[C:10](=[CH:11][C:12]([C:16]([F:19])([F:18])[F:17])=[CH:13][CH:14]=2)[CH:9]([CH:20]([C:26]2[CH:31]=[C:30]([C:32]([F:35])([F:34])[F:33])[CH:29]=[C:28]([C:36]([F:39])([F:38])[F:37])[CH:27]=2)OS(C)(=O)=O)[CH2:8][CH:7]1[CH2:40][CH3:41])=[O:5])[CH3:2].[BH4-].[Na+]. Product: [CH2:1]([O:3][C:4]([N:6]1[C:15]2[C:10](=[CH:11][C:12]([C:16]([F:17])([F:18])[F:19])=[CH:13][CH:14]=2)[C@H:9]([CH2:20][C:26]2[CH:27]=[C:28]([C:36]([F:37])([F:38])[F:39])[CH:29]=[C:30]([C:32]([F:34])([F:33])[F:35])[CH:31]=2)[CH2:8][C@H:7]1[CH2:40][CH3:41])=[O:5])[CH3:2]. The catalyst class is: 3. (5) The catalyst class is: 9. Product: [CH2:15]([O:1][C:2]1[C:7]([I:8])=[C:6]([O:9][CH2:10][C:3]2[CH:4]=[CH:5][CH:6]=[CH:7][CH:2]=2)[CH:5]=[CH:4][C:3]=1[C:10](=[O:14])[CH:11]([CH3:12])[CH3:13])[C:16]1[CH:21]=[CH:20][CH:19]=[CH:18][CH:17]=1. Reactant: [OH:1][C:2]1[C:7]([I:8])=[C:6]([OH:9])[CH:5]=[CH:4][C:3]=1[C:10](=[O:14])[CH:11]([CH3:13])[CH3:12].[CH2:15](Br)[C:16]1[CH:21]=[CH:20][CH:19]=[CH:18][CH:17]=1.C(=O)([O-])[O-].[Cs+].[Cs+]. (6) Reactant: [NH2:1][CH:2]1[CH2:7][CH2:6][N:5]([CH2:8][C@H:9]2[N:19]3[C:20]4[N:11]([C:12](=[O:22])[CH:13]=[CH:14][C:15]=4[N:16]=[CH:17][C:18]3=[O:21])[CH2:10]2)[CH2:4][CH2:3]1.S1C2C=C(C=O)N=CC=2OC1.C(O[BH-](OC(=O)C)OC(=O)C)(=O)C.[Na+]. Product: [NH2:1][CH:2]1[CH2:7][CH2:6][N:5]([CH2:8][C@@H:9]2[N:19]3[C:20]4[N:11]([C:12](=[O:22])[CH:13]=[CH:14][C:15]=4[N:16]=[CH:17][C:18]3=[O:21])[CH2:10]2)[CH2:4][CH2:3]1. The catalyst class is: 147. (7) Reactant: [C:1]1(=[O:6])[CH2:5][CH2:4][CH:3]=[CH:2]1.CC(O)=O.C[Si]([N:15]=[N+:16]=[N-:17])(C)C. Product: [N:15]([CH:3]1[CH2:4][CH2:5][C:1](=[O:6])[CH2:2]1)=[N+:16]=[N-:17]. The catalyst class is: 2. (8) Reactant: [C:1]([OH:6])(=O)[CH2:2][CH2:3][CH3:4].CN(C(ON1N=NC2C=CC=CC1=2)=[N+](C)C)C.[B-](F)(F)(F)F.CCN(C(C)C)C(C)C.[CH2:38]([O:40][C:41]1[CH:46]=[CH:45][C:44]([C:47]#[C:48][C:49]2[CH:54]=[CH:53][C:52]([CH2:55][CH:56]([NH2:58])[CH3:57])=[CH:51][CH:50]=2)=[CH:43][CH:42]=1)[CH3:39]. Product: [CH2:38]([O:40][C:41]1[CH:46]=[CH:45][C:44]([C:47]#[C:48][C:49]2[CH:50]=[CH:51][C:52]([CH2:55][CH:56]([NH:58][C:1](=[O:6])[CH2:2][CH2:3][CH3:4])[CH3:57])=[CH:53][CH:54]=2)=[CH:43][CH:42]=1)[CH3:39]. The catalyst class is: 3. (9) Product: [Br:7][C:8]1[CH:9]=[C:10]2[C:11](=[CH:12][CH:13]=1)[N:14]([CH3:3])[C:16]([CH2:17][CH2:18][N:19]1[CH2:23][CH2:22][CH2:21][C@H:20]1[CH3:24])=[CH:15]2. The catalyst class is: 37. Reactant: O([C:3](C)(C)C)[K].[Br:7][C:8]1[CH:13]=[CH:12][C:11]([NH2:14])=[C:10]([C:15]#[C:16][CH2:17][CH2:18][N:19]2[CH2:23][CH2:22][CH2:21][C@H:20]2[CH3:24])[CH:9]=1.